From a dataset of CYP1A2 inhibition data for predicting drug metabolism from PubChem BioAssay. Regression/Classification. Given a drug SMILES string, predict its absorption, distribution, metabolism, or excretion properties. Task type varies by dataset: regression for continuous measurements (e.g., permeability, clearance, half-life) or binary classification for categorical outcomes (e.g., BBB penetration, CYP inhibition). Dataset: cyp1a2_veith. (1) The compound is O=c1[nH]c2ccccc2c2ccccc12. The result is 1 (inhibitor). (2) The molecule is CC(O)(CS(=O)(=O)c1cccc(C(F)(F)F)c1)C(=O)Nc1ccc(C(F)(F)F)cc1. The result is 0 (non-inhibitor). (3) The drug is Cc1ccc(N(Cc2ccc([N+](=O)[O-])cc2)C(=O)c2ccco2)cc1. The result is 1 (inhibitor). (4) The drug is O=[N+]([O-])c1cccc(-c2nc(-c3ccccc3)c(-c3cccs3)[nH]2)c1. The result is 1 (inhibitor).